Dataset: Reaction yield outcomes from USPTO patents with 853,638 reactions. Task: Predict the reaction yield, written as a fraction of the theoretical maximum amount of product (1.0 means a 100% yield; for example, 0.34 means a 34% yield). (1) The reactants are [OH:1][C:2]1[CH:11]=[C:10]2[C:5]([C:6]([O:12][C:13]3[CH:18]=[CH:17][C:16]([NH:19][C:20]([C:22]4[C:23](=[O:35])[N:24]([C:29]5[CH:34]=[CH:33][CH:32]=[CH:31][CH:30]=5)[N:25]([CH3:28])[C:26]=4[CH3:27])=[O:21])=[CH:15][CH:14]=3)=[CH:7][CH:8]=[N:9]2)=[CH:4][C:3]=1[O:36][CH3:37].[CH3:38][C@@H:39]1[CH2:41][O:40]1.C([O-])([O-])=O.[K+].[K+]. The catalyst is CN(C=O)C.O. The product is [OH:40][C@H:39]([CH3:41])[CH2:38][O:1][C:2]1[CH:11]=[C:10]2[C:5]([C:6]([O:12][C:13]3[CH:14]=[CH:15][C:16]([NH:19][C:20]([C:22]4[C:23](=[O:35])[N:24]([C:29]5[CH:30]=[CH:31][CH:32]=[CH:33][CH:34]=5)[N:25]([CH3:28])[C:26]=4[CH3:27])=[O:21])=[CH:17][CH:18]=3)=[CH:7][CH:8]=[N:9]2)=[CH:4][C:3]=1[O:36][CH3:37]. The yield is 0.250. (2) The product is [F:1][C:2]1[CH:7]=[C:6]([F:8])[CH:5]=[CH:4][C:3]=1[C:9]1[N:18]=[C:17]([C:19]([N:29]2[CH2:28][CH2:27][C:26]3[C:31](=[CH:32][CH:33]=[C:34]([O:35][CH3:36])[C:25]=3[O:24][CH3:23])[CH2:30]2)=[O:20])[C:16]2[C:11](=[CH:12][CH:13]=[CH:14][CH:15]=2)[N:10]=1. No catalyst specified. The reactants are [F:1][C:2]1[CH:7]=[C:6]([F:8])[CH:5]=[CH:4][C:3]=1[C:9]1[N:18]=[C:17]([C:19](O)=[O:20])[C:16]2[C:11](=[CH:12][CH:13]=[CH:14][CH:15]=2)[N:10]=1.Cl.[CH3:23][O:24][C:25]1[C:34]([O:35][CH3:36])=[CH:33][CH:32]=[C:31]2[C:26]=1[CH2:27][CH2:28][NH:29][CH2:30]2. The yield is 0.120.